From a dataset of NCI-60 drug combinations with 297,098 pairs across 59 cell lines. Regression. Given two drug SMILES strings and cell line genomic features, predict the synergy score measuring deviation from expected non-interaction effect. Drug 1: C1=CC=C(C=C1)NC(=O)CCCCCCC(=O)NO. Drug 2: CC(C)(C#N)C1=CC(=CC(=C1)CN2C=NC=N2)C(C)(C)C#N. Cell line: T-47D. Synergy scores: CSS=5.22, Synergy_ZIP=-1.81, Synergy_Bliss=-5.38, Synergy_Loewe=-1.06, Synergy_HSA=-4.82.